From a dataset of Full USPTO retrosynthesis dataset with 1.9M reactions from patents (1976-2016). Predict the reactants needed to synthesize the given product. (1) Given the product [F:3][C:4]1[CH:5]=[C:6]([CH:16]=[CH:17][CH:18]=1)[CH:7]=[C:21]1[CH:22]2[CH2:25][CH2:26][N:19]([CH2:24][CH2:23]2)[CH2:20]1, predict the reactants needed to synthesize it. The reactants are: [H-].[Na+].[F:3][C:4]1[CH:5]=[C:6]([CH:16]=[CH:17][CH:18]=1)[CH2:7]P(=O)(OCC)OCC.[N:19]12[CH2:26][CH2:25][CH:22]([CH2:23][CH2:24]1)[C:21](=O)[CH2:20]2. (2) Given the product [Cl:8][C:7]1[N:6]=[CH:5][C:4]([S:9]([NH:12][C:13]2[CH:22]=[CH:21][C:16]([C:17]([O:19][CH3:20])=[O:18])=[C:15]([OH:23])[CH:14]=2)(=[O:11])=[O:10])=[CH:3][C:2]=1[C:26]1[CH:27]=[CH:28][CH:29]=[C:30]([O:31][CH3:32])[C:25]=1[F:24], predict the reactants needed to synthesize it. The reactants are: Br[C:2]1[CH:3]=[C:4]([S:9]([NH:12][C:13]2[CH:22]=[CH:21][C:16]([C:17]([O:19][CH3:20])=[O:18])=[C:15]([OH:23])[CH:14]=2)(=[O:11])=[O:10])[CH:5]=[N:6][C:7]=1[Cl:8].[F:24][C:25]1[C:30]([O:31][CH3:32])=[CH:29][CH:28]=[CH:27][C:26]=1B(O)O.CCN(C(C)C)C(C)C.C(Cl)Cl.C(O)(C(F)(F)F)=O. (3) Given the product [NH2:4][C:5]1[CH:10]=[CH:9][C:8]([C:11]2[C:12]3[NH:16][C:15]([C:17]([C:47]4[CH:48]=[CH:49][N:50]=[CH:51][CH:52]=4)=[C:18]4[N:46]=[C:21]([C:22]([C:40]5[CH:45]=[CH:44][N:43]=[CH:42][CH:41]=5)=[C:23]5[NH:39][C:26](=[C:27]([C:33]6[CH:34]=[CH:35][N:36]=[CH:37][CH:38]=6)[C:28]6[CH:29]=[CH:30][C:31]=2[N:32]=6)[CH:25]=[CH:24]5)[CH:20]=[CH:19]4)=[CH:14][CH:13]=3)=[CH:7][CH:6]=1, predict the reactants needed to synthesize it. The reactants are: C([NH:4][C:5]1[CH:10]=[CH:9][C:8]([C:11]2[C:12]3[NH:16][C:15]([C:17]([C:47]4[CH:52]=[CH:51][N:50]=[CH:49][CH:48]=4)=[C:18]4[N:46]=[C:21]([C:22]([C:40]5[CH:45]=[CH:44][N:43]=[CH:42][CH:41]=5)=[C:23]5[NH:39][C:26](=[C:27]([C:33]6[CH:38]=[CH:37][N:36]=[CH:35][CH:34]=6)[C:28]6[CH:29]=[CH:30][C:31]=2[N:32]=6)[CH:25]=[CH:24]5)[CH:20]=[CH:19]4)=[CH:14][CH:13]=3)=[CH:7][CH:6]=1)(=O)C. (4) Given the product [ClH:1].[Cl:1][C:2]1[CH:3]=[C:4]([N:9]2[CH2:10][CH2:11][CH:12]([NH2:15])[CH2:13][CH2:14]2)[CH:5]=[CH:6][C:7]=1[Cl:8], predict the reactants needed to synthesize it. The reactants are: [Cl:1][C:2]1[CH:3]=[C:4]([N:9]2[CH2:14][CH2:13][C:12](=[N:15]O)[CH2:11][CH2:10]2)[CH:5]=[CH:6][C:7]=1[Cl:8]. (5) Given the product [Si:1]([O:8][C:9]([CH3:35])([CH3:34])[C@H:10]([NH:20][C:21]1[C:30]2[C:25](=[CH:26][CH:27]=[CH:28][CH:29]=2)[N:24]=[CH:23][C:22]=1[NH2:31])[CH2:11][O:12][Si:13]([C:16]([CH3:19])([CH3:18])[CH3:17])([CH3:15])[CH3:14])([C:4]([CH3:5])([CH3:6])[CH3:7])([CH3:3])[CH3:2], predict the reactants needed to synthesize it. The reactants are: [Si:1]([O:8][C:9]([CH3:35])([CH3:34])[C@H:10]([NH:20][C:21]1[C:30]2[C:25](=[CH:26][CH:27]=[CH:28][CH:29]=2)[N:24]=[CH:23][C:22]=1[N+:31]([O-])=O)[CH2:11][O:12][Si:13]([C:16]([CH3:19])([CH3:18])[CH3:17])([CH3:15])[CH3:14])([C:4]([CH3:7])([CH3:6])[CH3:5])([CH3:3])[CH3:2]. (6) Given the product [NH2:43][C:44]1[CH:45]=[CH:46][C:47]([C:31]2[CH:32]=[CH:33][C:28]([C:9]3[N:8]([C:5]4[CH:6]=[CH:7][C:2]([Cl:1])=[CH:3][CH:4]=4)[C:13](=[O:14])[C:12]4[N:58]=[CH:57][N:17]([C:18]5[CH:19]=[C:20]([S:24]([NH2:27])(=[O:25])=[O:26])[CH:21]=[CH:22][CH:23]=5)[C:11]=4[N:10]=3)=[CH:29][CH:30]=2)=[N:48][CH:49]=1, predict the reactants needed to synthesize it. The reactants are: [Cl:1][C:2]1[CH:7]=[CH:6][C:5]([N:8]2[C:13](=[O:14])[C:12]3C=N[N:17]([C:18]4[CH:19]=[C:20]([S:24]([NH2:27])(=[O:26])=[O:25])[CH:21]=[CH:22][CH:23]=4)[C:11]=3[N:10]=[C:9]2[C:28]2[CH:33]=[CH:32][C:31](B3OC(C)(C)C(C)(C)O3)=[CH:30][CH:29]=2)=[CH:4][CH:3]=1.[NH2:43][C:44]1[CH:45]=[CH:46][C:47](Br)=[N:48][CH:49]=1.C(=O)([O-])[O-].[Cs+].[Cs+].[CH3:57][N:58](C)C=O.